From a dataset of NCI-60 drug combinations with 297,098 pairs across 59 cell lines. Regression. Given two drug SMILES strings and cell line genomic features, predict the synergy score measuring deviation from expected non-interaction effect. (1) Drug 1: CN1CCC(CC1)COC2=C(C=C3C(=C2)N=CN=C3NC4=C(C=C(C=C4)Br)F)OC. Drug 2: CC(CN1CC(=O)NC(=O)C1)N2CC(=O)NC(=O)C2. Cell line: MCF7. Synergy scores: CSS=27.4, Synergy_ZIP=-7.00, Synergy_Bliss=4.10, Synergy_Loewe=2.92, Synergy_HSA=5.28. (2) Drug 1: CS(=O)(=O)CCNCC1=CC=C(O1)C2=CC3=C(C=C2)N=CN=C3NC4=CC(=C(C=C4)OCC5=CC(=CC=C5)F)Cl. Drug 2: COCCOC1=C(C=C2C(=C1)C(=NC=N2)NC3=CC=CC(=C3)C#C)OCCOC.Cl. Cell line: M14. Synergy scores: CSS=-3.07, Synergy_ZIP=3.92, Synergy_Bliss=3.36, Synergy_Loewe=-4.35, Synergy_HSA=-3.67. (3) Drug 1: CCC(=C(C1=CC=CC=C1)C2=CC=C(C=C2)OCCN(C)C)C3=CC=CC=C3.C(C(=O)O)C(CC(=O)O)(C(=O)O)O. Drug 2: C1=NC2=C(N=C(N=C2N1C3C(C(C(O3)CO)O)F)Cl)N. Cell line: TK-10. Synergy scores: CSS=-0.618, Synergy_ZIP=-0.448, Synergy_Bliss=-0.0584, Synergy_Loewe=-15.3, Synergy_HSA=-4.01. (4) Drug 1: CC1=CC=C(C=C1)C2=CC(=NN2C3=CC=C(C=C3)S(=O)(=O)N)C(F)(F)F. Drug 2: CC1CCCC2(C(O2)CC(NC(=O)CC(C(C(=O)C(C1O)C)(C)C)O)C(=CC3=CSC(=N3)C)C)C. Cell line: TK-10. Synergy scores: CSS=35.4, Synergy_ZIP=2.46, Synergy_Bliss=1.42, Synergy_Loewe=-21.4, Synergy_HSA=1.06. (5) Drug 1: CNC(=O)C1=CC=CC=C1SC2=CC3=C(C=C2)C(=NN3)C=CC4=CC=CC=N4. Drug 2: CC12CCC3C(C1CCC2O)C(CC4=C3C=CC(=C4)O)CCCCCCCCCS(=O)CCCC(C(F)(F)F)(F)F. Cell line: NCI-H460. Synergy scores: CSS=-4.92, Synergy_ZIP=-0.992, Synergy_Bliss=-5.90, Synergy_Loewe=-9.63, Synergy_HSA=-6.95. (6) Drug 1: CS(=O)(=O)C1=CC(=C(C=C1)C(=O)NC2=CC(=C(C=C2)Cl)C3=CC=CC=N3)Cl. Drug 2: CC1=C2C(C(=O)C3(C(CC4C(C3C(C(C2(C)C)(CC1OC(=O)C(C(C5=CC=CC=C5)NC(=O)OC(C)(C)C)O)O)OC(=O)C6=CC=CC=C6)(CO4)OC(=O)C)OC)C)OC. Cell line: NCI-H322M. Synergy scores: CSS=50.7, Synergy_ZIP=1.46, Synergy_Bliss=5.64, Synergy_Loewe=-43.1, Synergy_HSA=5.80. (7) Drug 1: CC1=C(C=C(C=C1)NC2=NC=CC(=N2)N(C)C3=CC4=NN(C(=C4C=C3)C)C)S(=O)(=O)N.Cl. Drug 2: CCN(CC)CCNC(=O)C1=C(NC(=C1C)C=C2C3=C(C=CC(=C3)F)NC2=O)C. Cell line: MALME-3M. Synergy scores: CSS=9.02, Synergy_ZIP=-2.16, Synergy_Bliss=0.0560, Synergy_Loewe=-2.13, Synergy_HSA=-2.05.